From a dataset of Reaction yield outcomes from USPTO patents with 853,638 reactions. Predict the reaction yield, written as a fraction of the theoretical maximum amount of product (1.0 means a 100% yield; for example, 0.34 means a 34% yield). (1) The reactants are S1CCCCS1.[CH3:7][O:8][C:9]1[C:18]2[C:13](=[CH:14][CH:15]=[CH:16][CH:17]=2)[C:12]([O:19][CH3:20])=[C:11]([CH3:21])[C:10]=1[CH2:22][CH:23]=[C:24]([CH3:61])[CH2:25][C:26]1([CH:32]=[C:33]([CH3:60])[CH2:34][CH2:35][CH:36]=[C:37]([CH3:59])[CH2:38][CH2:39][CH:40]=[C:41]([CH3:58])[CH2:42][CH2:43][CH:44]=[C:45]([CH3:57])[CH2:46][CH2:47][CH:48]=[C:49]([CH3:56])[CH2:50][CH2:51][CH:52]=[C:53]([CH3:55])[CH3:54])SCCCS1.CC(OI1(OC(C)=O)(OC(C)=O)OC(=O)C2C=CC=CC1=2)=O.OCC=C(C)CCC=C(C)CCC=C(C)CC(=O)C=C(C)CCC=C(C)CCC=C(C)C.NN.[OH-].[K+].Cl. The catalyst is CC#N.C(Cl)Cl.O.C([O-])(O)=O.[Na+].O.C1(C)C=CC=CC=1.C(O)COCCO. The product is [CH3:61][C:24]([CH2:25][CH2:26][CH:32]=[C:33]([CH3:60])[CH2:34][CH2:35][CH:36]=[C:37]([CH3:59])[CH2:38][CH2:39][CH:40]=[C:41]([CH3:58])[CH2:42][CH2:43][CH:44]=[C:45]([CH3:57])[CH2:46][CH2:47][CH:48]=[C:49]([CH3:56])[CH2:50][CH2:51][CH:52]=[C:53]([CH3:55])[CH3:54])=[CH:23][CH2:22][C:10]1[C:11]([CH3:21])=[C:12]([O:19][CH3:20])[C:13]2[C:18](=[CH:17][CH:16]=[CH:15][CH:14]=2)[C:9]=1[O:8][CH3:7]. The yield is 0.830. (2) The reactants are Cl.[C:2](Cl)(=[O:9])[C:3]1[CH:8]=[CH:7][N:6]=[CH:5][CH:4]=1.C(N(CC)CC)C.ClCCl.[NH2:21][C:22]1[CH:27]=[C:26]([C:28]([F:31])([F:30])[F:29])[CH:25]=[CH:24][C:23]=1[N:32]1[CH2:41][CH2:40][C:39]2[C:34](=[CH:35][CH:36]=[CH:37][CH:38]=2)[CH2:33]1. The catalyst is O. The product is [CH2:33]1[C:34]2[C:39](=[CH:38][CH:37]=[CH:36][CH:35]=2)[CH2:40][CH2:41][N:32]1[C:23]1[CH:24]=[CH:25][C:26]([C:28]([F:30])([F:31])[F:29])=[CH:27][C:22]=1[NH:21][C:2](=[O:9])[C:3]1[CH:8]=[CH:7][N:6]=[CH:5][CH:4]=1. The yield is 0.976. (3) The reactants are [F:1][C:2]1[CH:7]=[CH:6][CH:5]=[CH:4][C:3]=1[C:8]12[CH2:15][CH:14]1[CH2:13][CH2:12][S:11][C:10]([NH2:16])=[N:9]2.S(=O)(=O)(O)O.[N+:22]([O-])([OH:24])=[O:23].[OH-].[Na+]. No catalyst specified. The product is [F:1][C:2]1[CH:7]=[CH:6][C:5]([N+:22]([O-:24])=[O:23])=[CH:4][C:3]=1[C:8]12[CH2:15][CH:14]1[CH2:13][CH2:12][S:11][C:10]([NH2:16])=[N:9]2. The yield is 0.685. (4) The reactants are [Br:1][C:2]1[CH:3]=[C:4]2[C:10](I)=[CH:9][N:8]([S:12]([C:15]3[CH:21]=[CH:20][C:18]([CH3:19])=[CH:17][CH:16]=3)(=[O:14])=[O:13])[C:5]2=[N:6][CH:7]=1.[F:22][C:23]1[CH:43]=[CH:42][C:26]([CH2:27][N:28]2[CH:32]=[C:31](B3OC(C)(C)C(C)(C)O3)[CH:30]=[N:29]2)=[CH:25][CH:24]=1.C(=O)([O-])[O-].[Na+].[Na+]. The catalyst is C1C=CC(P(C2C=CC=CC=2)C2C=CC=CC=2)=CC=1.C1C=CC(P(C2C=CC=CC=2)C2C=CC=CC=2)=CC=1.Cl[Pd]Cl.C1(C)C=CC=CC=1.C(O)C.O. The product is [Br:1][C:2]1[CH:3]=[C:4]2[C:10]([C:31]3[CH:30]=[N:29][N:28]([CH2:27][C:26]4[CH:42]=[CH:43][C:23]([F:22])=[CH:24][CH:25]=4)[CH:32]=3)=[CH:9][N:8]([S:12]([C:15]3[CH:21]=[CH:20][C:18]([CH3:19])=[CH:17][CH:16]=3)(=[O:14])=[O:13])[C:5]2=[N:6][CH:7]=1. The yield is 0.389. (5) The reactants are [Cl-].Cl[CH:3]=[N+](C)C.[CH2:7]([N:9]([CH2:22][CH3:23])[CH2:10][CH2:11][NH:12][C:13]([C:15]1[C:19]([CH3:20])=[CH:18][NH:17][C:16]=1[CH3:21])=[O:14])[CH3:8].[F:24][C:25]1[CH:26]=[C:27]2[C:31](=[CH:32][CH:33]=1)[NH:30][C:29](=[O:34])[CH2:28]2.[OH-].[K+]. The catalyst is C(#N)C. The product is [CH2:22]([N:9]([CH2:7][CH3:8])[CH2:10][CH2:11][NH:12][C:13]([C:15]1[C:19]([CH3:20])=[C:18](/[CH:3]=[C:28]2\[C:29](=[O:34])[NH:30][C:31]3[C:27]\2=[CH:26][C:25]([F:24])=[CH:33][CH:32]=3)[NH:17][C:16]=1[CH3:21])=[O:14])[CH3:23]. The yield is 0.740.